Dataset: Catalyst prediction with 721,799 reactions and 888 catalyst types from USPTO. Task: Predict which catalyst facilitates the given reaction. (1) Reactant: F[C:2]1[CH:11]=[CH:10][C:5]([C:6]([O:8][CH3:9])=[O:7])=[C:4]([N+:12]([O-:14])=[O:13])[CH:3]=1.[Cl:15][C:16]1[CH:17]=[C:18]([C:23]2([C:28]([F:31])([F:30])[F:29])[CH2:27][CH2:26][NH:25][CH2:24]2)[CH:19]=[C:20]([Cl:22])[CH:21]=1.C(=O)([O-])[O-].[K+].[K+].O. Product: [Cl:22][C:20]1[CH:19]=[C:18]([C:23]2([C:28]([F:31])([F:30])[F:29])[CH2:27][CH2:26][N:25]([C:2]3[CH:11]=[CH:10][C:5]([C:6]([O:8][CH3:9])=[O:7])=[C:4]([N+:12]([O-:14])=[O:13])[CH:3]=3)[CH2:24]2)[CH:17]=[C:16]([Cl:15])[CH:21]=1. The catalyst class is: 60. (2) Reactant: Cl[C:2]1[C:7]([F:8])=[C:6](Cl)[N:5]=[C:4]([CH3:10])[N:3]=1.[NH:11]1[CH2:15][CH2:14][CH2:13][CH2:12]1.CCN(C(C)C)C(C)C.[NH2:25][NH2:26]. Product: [F:8][C:7]1[C:2]([NH:25][NH2:26])=[N:3][C:4]([CH3:10])=[N:5][C:6]=1[N:11]1[CH2:15][CH2:14][CH2:13][CH2:12]1. The catalyst class is: 16. (3) Product: [CH3:1][C:2]([CH3:22])([CH2:6][CH2:7][CH2:8][CH2:9][CH2:10][CH2:11][CH2:12][CH2:13][CH2:14][CH2:15][CH2:16][CH2:17][CH2:18][CH2:19][CH2:20][CH3:21])[C:3]([O:5][CH2:40][CH2:39][Br:38])=[O:4]. Reactant: [CH3:1][C:2]([CH3:22])([CH2:6][CH2:7][CH2:8][CH2:9][CH2:10][CH2:11][CH2:12][CH2:13][CH2:14][CH2:15][CH2:16][CH2:17][CH2:18][CH2:19][CH2:20][CH3:21])[C:3]([OH:5])=[O:4].C1(N=C=NC2CCCCC2)CCCCC1.[Br:38][CH2:39][CH2:40]O. The catalyst class is: 4. (4) Reactant: Br[CH:2]1[C:6]([Cl:7])=[C:5]([CH3:8])[C:4](=[O:9])[O:3]1.[C:10]([C:14]1[N:18]([CH3:19])[N:17]=[C:16]([NH2:20])[CH:15]=1)([CH3:13])([CH3:12])[CH3:11].C(N(CC)CC)C. Product: [C:10]([C:14]1[N:18]([CH3:19])[N:17]=[C:16]([NH:20][CH:2]2[O:3][C:4](=[O:9])[C:5]([CH3:8])=[C:6]2[Cl:7])[CH:15]=1)([CH3:13])([CH3:11])[CH3:12]. The catalyst class is: 11. (5) Reactant: [F:1][C:2]1[CH:10]=[C:9]2[C:5]([C:6]([C:12]3[N:13]=[C:14]4[C:20]([C:21](O)=[O:22])=[CH:19][N:18]([CH2:24][O:25][CH2:26][CH2:27][Si:28]([CH3:31])([CH3:30])[CH3:29])[C:15]4=[N:16][CH:17]=3)=[N:7][N:8]2[CH3:11])=[CH:4][CH:3]=1.Cl.[NH2:33][CH:34]1[CH2:37][CH:36]([OH:38])[CH2:35]1.C(N(CC)C(C)C)(C)C.CN(C(ON1N=NC2C=CC=NC1=2)=[N+](C)C)C.F[P-](F)(F)(F)(F)F. The catalyst class is: 136. Product: [OH:38][C@@H:36]1[CH2:37][C@H:34]([NH:33][C:21]([C:20]2[C:14]3[C:15](=[N:16][CH:17]=[C:12]([C:6]4[C:5]5[C:9](=[CH:10][C:2]([F:1])=[CH:3][CH:4]=5)[N:8]([CH3:11])[N:7]=4)[N:13]=3)[N:18]([CH2:24][O:25][CH2:26][CH2:27][Si:28]([CH3:29])([CH3:30])[CH3:31])[CH:19]=2)=[O:22])[CH2:35]1.[OH:38][C@H:36]1[CH2:37][C@H:34]([NH:33][C:21]([C:20]2[C:14]3[C:15](=[N:16][CH:17]=[C:12]([C:6]4[C:5]5[C:9](=[CH:10][C:2]([F:1])=[CH:3][CH:4]=5)[N:8]([CH3:11])[N:7]=4)[N:13]=3)[N:18]([CH2:24][O:25][CH2:26][CH2:27][Si:28]([CH3:29])([CH3:30])[CH3:31])[CH:19]=2)=[O:22])[CH2:35]1. (6) Reactant: [Cl-].CS(C)=O.[F:6][C:7]1[CH:12]=[CH:11][C:10]([CH2:13][N:14]2[CH2:19][CH2:18][CH:17]([CH2:20][OH:21])[CH2:16][CH2:15]2)=[CH:9][CH:8]=1.CCN(CC)CC. Product: [F:6][C:7]1[CH:12]=[CH:11][C:10]([CH2:13][N:14]2[CH2:19][CH2:18][CH:17]([CH:20]=[O:21])[CH2:16][CH2:15]2)=[CH:9][CH:8]=1. The catalyst class is: 34.